This data is from Reaction yield outcomes from USPTO patents with 853,638 reactions. The task is: Predict the reaction yield, written as a fraction of the theoretical maximum amount of product (1.0 means a 100% yield; for example, 0.34 means a 34% yield). (1) The reactants are [CH:1]1([NH:4][C:5]([NH:7][C:8]2[CH:13]=[CH:12][C:11]([O:14][C:15]3[CH:20]=[CH:19][N:18]=[C:17]4[CH:21]=[C:22]([C:24]5[CH:29]=[CH:28][C:27]([CH:30]=[O:31])=[CH:26][N:25]=5)[S:23][C:16]=34)=[C:10]([F:32])[CH:9]=2)=[O:6])[CH2:3][CH2:2]1.[OH:33]OS([O-])=O.[K+].Cl. The yield is 0.800. The product is [CH:1]1([NH:4][C:5](=[O:6])[NH:7][C:8]2[CH:13]=[CH:12][C:11]([O:14][C:15]3[CH:20]=[CH:19][N:18]=[C:17]4[CH:21]=[C:22]([C:24]5[CH:29]=[CH:28][C:27]([C:30]([OH:33])=[O:31])=[CH:26][N:25]=5)[S:23][C:16]=34)=[C:10]([F:32])[CH:9]=2)[CH2:2][CH2:3]1. The catalyst is CN(C=O)C. (2) The yield is 0.600. The reactants are [CH3:1][O:2][CH2:3][CH:4]([NH:6][C:7]([C:9]1[CH:10]=[C:11]([C:16]2[CH:21]=[CH:20][C:19]([CH3:22])=[CH:18][CH:17]=2)[CH:12]=[C:13](I)[CH:14]=1)=[O:8])[CH3:5].C1C=CC(P(C2C=CC=CC=2)C2C=CC=CC=2)=CC=1.[S:42]1[C:46]2[CH:47]=[CH:48][CH:49]=[CH:50][C:45]=2[N:44]=[CH:43]1. The catalyst is CN(C=O)C.[Cu]I.CC([O-])=O.CC([O-])=O.[Pd+2]. The product is [CH3:1][O:2][CH2:3][CH:4]([NH:6][C:7]([C:9]1[CH:10]=[C:11]([C:16]2[CH:21]=[CH:20][C:19]([CH3:22])=[CH:18][CH:17]=2)[CH:12]=[C:13]([C:43]2[S:42][C:46]3[CH:47]=[CH:48][CH:49]=[CH:50][C:45]=3[N:44]=2)[CH:14]=1)=[O:8])[CH3:5]. (3) The reactants are [CH:1](=O)[C:2]1[CH:7]=[CH:6][CH:5]=[CH:4][CH:3]=1.[CH2:9]([O:11][C:12]([C@H:14]1[C@@H:19]([NH2:20])[C@H:18]2[CH2:21][C@@H:15]1[CH2:16][CH2:17]2)=[O:13])[CH3:10].C([BH3-])#N.[Na+]. The catalyst is C(O)(=O)C.CO. The product is [CH2:9]([O:11][C:12]([C@H:14]1[C@@H:19]([NH:20][CH2:1][C:2]2[CH:7]=[CH:6][CH:5]=[CH:4][CH:3]=2)[C@H:18]2[CH2:21][C@@H:15]1[CH2:16][CH2:17]2)=[O:13])[CH3:10]. The yield is 0.720. (4) The reactants are [Cl:1][C:2]1[N:7]=[N:6][C:5]([NH2:8])=[CH:4][CH:3]=1.C([O-])(O)=O.[Na+].[Br:14]Br. The catalyst is CO. The product is [Br:14][C:4]1[CH:3]=[C:2]([Cl:1])[N:7]=[N:6][C:5]=1[NH2:8]. The yield is 0.360. (5) The reactants are [OH:1][C:2]1[CH:7]=[CH:6][C:5]([S:8]([OH:11])(=[O:10])=O)=[CH:4][CH:3]=1.C(Cl)(=O)C([Cl:15])=O.[C:18]([O:21]C(=O)C)(=O)[CH3:19]. The catalyst is C(O)(=O)C.CN(C=O)C. The product is [C:18]([O:1][C:2]1[CH:3]=[CH:4][C:5]([S:8]([Cl:15])(=[O:10])=[O:11])=[CH:6][CH:7]=1)(=[O:21])[CH3:19]. The yield is 0.830.